The task is: Predict which catalyst facilitates the given reaction.. This data is from Catalyst prediction with 721,799 reactions and 888 catalyst types from USPTO. (1) Reactant: [C:1]1([C:7]([C:9]2[CH:10]=[N:11][C:12]3[C:17]([C:18]=2[C:19]2[CH:24]=[CH:23][CH:22]=[CH:21][CH:20]=2)=[CH:16][CH:15]=[CH:14][C:13]=3[C:25]([F:28])([F:27])[F:26])=O)[CH:6]=[CH:5][CH:4]=[CH:3][CH:2]=1.C(O)CO.O.NN.[OH-].[K+]. Product: [CH2:7]([C:9]1[CH:10]=[N:11][C:12]2[C:17]([C:18]=1[C:19]1[CH:20]=[CH:21][CH:22]=[CH:23][CH:24]=1)=[CH:16][CH:15]=[CH:14][C:13]=2[C:25]([F:28])([F:26])[F:27])[C:1]1[CH:2]=[CH:3][CH:4]=[CH:5][CH:6]=1. The catalyst class is: 6. (2) Reactant: [CH3:1][C:2]([CH3:5])([O-])[CH3:3].[K+].CO[C:9]1[CH:10]=[C:11](Cl)[CH:12]=[C:13](OC)[CH:14]=1.[C:18]1([NH2:24])C=C[CH:21]=[CH:20][CH:19]=1.[C:25]1(C)C=CC=CC=1. Product: [C:9]1([N:24]([C:18]2[CH:19]=[C:20]([CH3:21])[CH:3]=[C:2]([CH3:5])[CH:1]=2)[CH3:25])[CH:10]=[CH:11][CH:12]=[CH:13][CH:14]=1. The catalyst class is: 110.